Dataset: Catalyst prediction with 721,799 reactions and 888 catalyst types from USPTO. Task: Predict which catalyst facilitates the given reaction. (1) Reactant: [CH:1]([N:4]1[C:9](=[O:10])[CH:8]=[CH:7][C:6]([C:11]2[N:12]=[C:13]([C:25]#[N:26])[C:14](C#N)=[N:15][C:16]=2[C:17]2[CH:22]=[CH:21][CH:20]=[CH:19][CH:18]=2)=[N:5]1)([CH3:3])[CH3:2].[CH:27]([N-:29]C=O)=[O:28].[Na+].O. Product: [C:25]([C:13]1[C:14]([NH:29][CH:27]=[O:28])=[N:15][C:16]([C:17]2[CH:18]=[CH:19][CH:20]=[CH:21][CH:22]=2)=[C:11]([C:6]2[CH:7]=[CH:8][C:9](=[O:10])[N:4]([CH:1]([CH3:2])[CH3:3])[N:5]=2)[N:12]=1)#[N:26]. The catalyst class is: 44. (2) Reactant: Cl[C:2]([O:4][CH2:5][CH3:6])=[O:3].[NH2:7][C:8]1[C:9]([I:14])=[N:10][CH:11]=[CH:12][CH:13]=1. Product: [CH2:5]([O:4][C:2](=[O:3])[NH:7][C:8]1[C:9]([I:14])=[N:10][CH:11]=[CH:12][CH:13]=1)[CH3:6]. The catalyst class is: 17. (3) Reactant: C[Si]([N-][Si](C)(C)C)(C)C.[Li+].C[Si](C)(C)[CH2:13][C:14]([O:16][CH3:17])=[O:15].[N+:20]([C:23]1[CH:32]=[C:31]2[C:26]([CH2:27][CH2:28][CH2:29][C:30]2=O)=[CH:25][CH:24]=1)([O-:22])=[O:21].O. Product: [N+:20]([C:23]1[CH:32]=[C:31]2[C:26]([CH2:27][CH2:28][CH2:29]/[C:30]/2=[CH:13]\[C:14]([O:16][CH3:17])=[O:15])=[CH:25][CH:24]=1)([O-:22])=[O:21]. The catalyst class is: 1. (4) Reactant: [CH:1]([C:3]1[S:7][C:6]([NH:8][CH2:9][C:10]([OH:12])=O)=[N:5][CH:4]=1)=[O:2].Cl.[NH2:14][C@@H:15]([CH3:28])[C:16]([NH:18][C@@H:19]([CH3:27])[C:20]([O:22][C:23]([CH3:26])([CH3:25])[CH3:24])=[O:21])=[O:17].C(Cl)CCl. Product: [CH:1]([C:3]1[S:7][C:6]([NH:8][CH2:9][C:10]([NH:14][C@@H:15]([CH3:28])[C:16]([NH:18][C@@H:19]([CH3:27])[C:20]([O:22][C:23]([CH3:26])([CH3:25])[CH3:24])=[O:21])=[O:17])=[O:12])=[N:5][CH:4]=1)=[O:2]. The catalyst class is: 2.